From a dataset of Reaction yield outcomes from USPTO patents with 853,638 reactions. Predict the reaction yield, written as a fraction of the theoretical maximum amount of product (1.0 means a 100% yield; for example, 0.34 means a 34% yield). (1) The reactants are C([N:8]1[CH2:13][C:12]([C:14]2[CH:19]=[CH:18][C:17]([F:20])=[CH:16][CH:15]=2)=[C:11]([C:21]([OH:23])=[O:22])[CH2:10][CH2:9]1)C1C=CC=CC=1.Cl.[CH3:25]O. The product is [CH3:25][O:23][C:21]([CH:11]1[CH2:10][CH2:9][NH:8][CH2:13][CH:12]1[C:14]1[CH:19]=[CH:18][C:17]([F:20])=[CH:16][CH:15]=1)=[O:22]. The catalyst is [Pd]. The yield is 0.940. (2) The reactants are [O:1]=[C:2]([CH:10]1[CH2:15][CH2:14][CH:13]([O:16][CH:17]2[CH2:22][CH2:21][CH2:20][CH2:19][O:18]2)[CH2:12][CH2:11]1)[CH2:3]P(=O)(OC)OC.C(=O)([O-])[O-].[K+].[K+].[Br:29][C:30]1[CH:37]=[CH:36][C:33]([CH:34]=O)=[CH:32][CH:31]=1. The catalyst is C(O)C. The product is [Br:29][C:30]1[CH:37]=[CH:36][C:33](/[CH:34]=[CH:3]/[C:2]([C@H:10]2[CH2:11][CH2:12][C@H:13]([O:16][CH:17]3[CH2:22][CH2:21][CH2:20][CH2:19][O:18]3)[CH2:14][CH2:15]2)=[O:1])=[CH:32][CH:31]=1. The yield is 0.330. (3) The reactants are C([O:8][CH:9](O)[C@:10]([O:32][Si:33]([C:36]([CH3:39])([CH3:38])[CH3:37])([CH3:35])[CH3:34])([OH:31])[C@@:11]([O:23][Si:24]([C:27]([CH3:30])([CH3:29])[CH3:28])([CH3:26])[CH3:25])([OH:22])[CH:12]([O:14][Si:15]([C:18]([CH3:21])([CH3:20])[CH3:19])([CH3:17])[CH3:16])[OH:13])C1C=CC=CC=1. The catalyst is CCOC(C)=O.[Pd]. The product is [Si:15]([O:14][CH:12]([OH:13])[C@@:11]([O:23][Si:24]([C:27]([CH3:30])([CH3:29])[CH3:28])([CH3:25])[CH3:26])([C@:10]([O:32][Si:33]([C:36]([CH3:37])([CH3:38])[CH3:39])([CH3:35])[CH3:34])([CH2:9][OH:8])[OH:31])[OH:22])([C:18]([CH3:21])([CH3:19])[CH3:20])([CH3:17])[CH3:16]. The yield is 0.410. (4) The reactants are [OH:1][CH2:2][CH2:3][C@H:4]1[CH2:15][CH2:14][C:13]2[S:12][C:11]3[N:10]=[CH:9][N:8]=[C:7]([NH:16][CH:17]4[CH2:22][CH2:21][CH:20]([NH:23][C:24](=[O:30])[O:25][C:26]([CH3:29])([CH3:28])[CH3:27])[CH2:19][CH2:18]4)[C:6]=3[C:5]1=2.CC(OI1(OC(C)=O)(OC(C)=O)OC(=O)C2C=CC=CC1=2)=O. The catalyst is C(Cl)Cl. The product is [O:1]=[CH:2][CH2:3][C@H:4]1[CH2:15][CH2:14][C:13]2[S:12][C:11]3[N:10]=[CH:9][N:8]=[C:7]([NH:16][CH:17]4[CH2:18][CH2:19][CH:20]([NH:23][C:24](=[O:30])[O:25][C:26]([CH3:28])([CH3:27])[CH3:29])[CH2:21][CH2:22]4)[C:6]=3[C:5]1=2. The yield is 0.920. (5) The reactants are [Cl:1][C:2]1[C:37]([Cl:38])=[CH:36][C:5]2[N:6]=[C:7]([C:9]3[CH:10]=[C:11]4[C:15](=[CH:16][CH:17]=3)[N:14](S(C3C=CC(C)=CC=3)(=O)=O)[C:13]([CH:28]=[C:29]3[S:33][C:32](=[O:34])[NH:31][C:30]3=[O:35])=[CH:12]4)[NH:8][C:4]=2[CH:3]=1.[OH-].[Na+].C(N1C=CN=C1)(N1C=CN=C1)=O.Cl. The catalyst is CO.CN(C)C=O.O. The product is [Cl:1][C:2]1[C:37]([Cl:38])=[CH:36][C:5]2[N:6]=[C:7]([C:9]3[CH:10]=[C:11]4[C:15](=[CH:16][CH:17]=3)[NH:14][C:13]([CH:28]=[C:29]3[S:33][C:32](=[O:34])[NH:31][C:30]3=[O:35])=[CH:12]4)[NH:8][C:4]=2[CH:3]=1. The yield is 0.240. (6) The reactants are [F:1][C:2]1[C:10]([C:11]([OH:13])=O)=[C:9]2[C:5]([CH:6]=[CH:7][NH:8]2)=[CH:4][CH:3]=1.[C:14]([C:18]1[CH:34]=[CH:33][C:21]([CH2:22][NH:23][CH2:24][CH2:25][C:26]2[CH:31]=[CH:30][C:29]([Cl:32])=[CH:28][CH:27]=2)=[CH:20][CH:19]=1)([CH3:17])([CH3:16])[CH3:15].C(Cl)Cl.CCN=C=NCCCN(C)C.Cl. No catalyst specified. The product is [C:14]([C:18]1[CH:34]=[CH:33][C:21]([CH2:22][N:23]([CH2:24][CH2:25][C:26]2[CH:31]=[CH:30][C:29]([Cl:32])=[CH:28][CH:27]=2)[C:11]([C:10]2[C:2]([F:1])=[CH:3][CH:4]=[C:5]3[C:9]=2[NH:8][CH:7]=[CH:6]3)=[O:13])=[CH:20][CH:19]=1)([CH3:17])([CH3:15])[CH3:16]. The yield is 0.400. (7) The reactants are [OH-].[Na+].C[O:4][C:5](=[O:40])[CH2:6][C:7]1[CH:8]=[N:9][CH:10]=[C:11]([C:13]2[CH:18]=[CH:17][C:16]([C:19]([CH2:37][CH3:38])([C:22]3[CH:27]=[CH:26][C:25](/[CH:28]=[CH:29]/[C:30]4([OH:35])[CH2:34][CH2:33][CH2:32][CH2:31]4)=[C:24]([CH3:36])[CH:23]=3)[CH2:20][CH3:21])=[CH:15][C:14]=2[CH3:39])[CH:12]=1.[Cl-].[NH4+]. The catalyst is CO. The product is [CH2:20]([C:19]([C:16]1[CH:17]=[CH:18][C:13]([C:11]2[CH:12]=[C:7]([CH2:6][C:5]([OH:40])=[O:4])[CH:8]=[N:9][CH:10]=2)=[C:14]([CH3:39])[CH:15]=1)([C:22]1[CH:27]=[CH:26][C:25](/[CH:28]=[CH:29]/[C:30]2([OH:35])[CH2:31][CH2:32][CH2:33][CH2:34]2)=[C:24]([CH3:36])[CH:23]=1)[CH2:37][CH3:38])[CH3:21]. The yield is 0.820. (8) The reactants are [Cl:1][C:2]1[CH:10]=[CH:9][C:5]([C:6]([OH:8])=O)=[CH:4][C:3]=1[C:11]#[N:12].S(Cl)(Cl)=O.[NH2:17][C:18]1[C:19]([Cl:26])=[N:20][CH:21]=[N:22][C:23]=1[O:24][CH3:25]. The catalyst is C1C=CC=CC=1.ClCCl. The product is [Cl:1][C:2]1[CH:10]=[CH:9][C:5]([C:6]([NH:17][C:18]2[C:19]([Cl:26])=[N:20][CH:21]=[N:22][C:23]=2[O:24][CH3:25])=[O:8])=[CH:4][C:3]=1[C:11]#[N:12]. The yield is 0.750.